Dataset: Peptide-MHC class II binding affinity with 134,281 pairs from IEDB. Task: Regression. Given a peptide amino acid sequence and an MHC pseudo amino acid sequence, predict their binding affinity value. This is MHC class II binding data. (1) The binding affinity (normalized) is 0.368. The MHC is DRB4_0103 with pseudo-sequence DRB4_0103. The peptide sequence is DGCWYPMEIRPRKTHHHHHHH. (2) The peptide sequence is EGAIVGEISPLPSLPGHTD. The MHC is DRB1_1501 with pseudo-sequence DRB1_1501. The binding affinity (normalized) is 0.820.